Dataset: Full USPTO retrosynthesis dataset with 1.9M reactions from patents (1976-2016). Task: Predict the reactants needed to synthesize the given product. (1) Given the product [F:1][C:2]([F:30])([F:31])[C:3]([C:9]1[CH:14]=[CH:13][C:12]([O:15][CH2:16][O:17][CH3:18])=[C:11]([CH2:19][CH2:20][CH3:21])[C:10]=1[CH2:22][OH:23])([OH:8])[C:4]([F:5])([F:7])[F:6], predict the reactants needed to synthesize it. The reactants are: [F:1][C:2]([F:31])([F:30])[C:3]([C:9]1[CH:14]=[CH:13][C:12]([O:15][CH2:16][O:17][CH3:18])=[C:11]([CH2:19][CH2:20][CH3:21])[C:10]=1[CH2:22][O:23]C1CCCCO1)([OH:8])[C:4]([F:7])([F:6])[F:5].C(O)(=O)C.C(=O)([O-])O.[Na+]. (2) Given the product [O:20]1[C:21]2[CH:22]=[CH:23][C:15]([CH2:14][NH:24][C:10]3[C:9]4[C:4](=[CH:5][CH:6]=[C:7]([Cl:13])[CH:8]=4)[N:3]=[C:2]([Cl:1])[N:11]=3)=[CH:16][C:17]=2[O:18][CH2:19]1, predict the reactants needed to synthesize it. The reactants are: [Cl:1][C:2]1[N:11]=[C:10](Cl)[C:9]2[C:4](=[CH:5][CH:6]=[C:7]([Cl:13])[CH:8]=2)[N:3]=1.[CH2:14]([NH2:24])[C:15]1[CH:23]=[CH:22][C:21]2[O:20][CH2:19][O:18][C:17]=2[CH:16]=1. (3) Given the product [OH:1][C:2]1[CH:29]=[CH:28][C:27]([C:30]2[N:31]=[CH:32][CH:33]=[CH:34][N:35]=2)=[CH:26][C:3]=1[C:4]([NH:6][C:7]1[CH:19]=[C:18]([C:20]2[CH:21]=[CH:22][CH:23]=[CH:24][CH:25]=2)[CH:17]=[CH:16][C:8]=1[C:9]([OH:11])=[O:10])=[O:5], predict the reactants needed to synthesize it. The reactants are: [OH:1][C:2]1[CH:29]=[CH:28][C:27]([C:30]2[N:35]=[CH:34][CH:33]=[CH:32][N:31]=2)=[CH:26][C:3]=1[C:4]([NH:6][C:7]1[CH:19]=[C:18]([C:20]2[CH:25]=[CH:24][CH:23]=[CH:22][CH:21]=2)[CH:17]=[CH:16][C:8]=1[C:9]([O:11]C(C)(C)C)=[O:10])=[O:5]. (4) Given the product [C:1]([O:4][C:5]1[CH2:19][CH2:18][CH2:17][CH2:16][CH2:15][CH2:14][CH2:13][CH2:12][CH2:11][CH2:10][CH2:9][CH2:8][C@H:7]([CH3:20])[CH:6]=1)(=[O:3])[CH3:2], predict the reactants needed to synthesize it. The reactants are: [C:1]([O:4][C:5]1[CH2:19][CH2:18][CH2:17][CH2:16][CH2:15][CH2:14][CH2:13][CH2:12][CH2:11][CH2:10][CH2:9][CH2:8][CH:7]([CH3:20])[CH:6]=1)(=[O:3])[CH3:2].CC1CCCCCCCCCCCCC(=O)C1. (5) The reactants are: [CH3:1][O:2][C:3]1[CH:4]=[C:5]2[C:10](=[CH:11][C:12]=1[O:13][CH3:14])[NH:9][C:8](=[O:15])[CH:7]=[N:6]2.[H-].[Na+].CS(O[CH2:23][CH2:24][N:25]1[CH2:30][CH2:29][CH:28]([NH:31][C:32]([O:34][C:35]([CH3:38])([CH3:37])[CH3:36])=[O:33])[CH2:27][CH2:26]1)(=O)=O.COC1C=C2C(C=CC(=O)N2CCN2CCC(NC(=O)OC(C)(C)C)CC2)=CC=1. Given the product [CH3:1][O:2][C:3]1[CH:4]=[C:5]2[C:10](=[CH:11][C:12]=1[O:13][CH3:14])[N:9]([CH2:23][CH2:24][N:25]1[CH2:30][CH2:29][CH:28]([NH:31][C:32](=[O:33])[O:34][C:35]([CH3:38])([CH3:37])[CH3:36])[CH2:27][CH2:26]1)[C:8](=[O:15])[CH:7]=[N:6]2, predict the reactants needed to synthesize it. (6) The reactants are: [NH:1]1[C:9]2[CH:8]=[CH:7][CH:6]=[C:5]([CH:10]=O)[C:4]=2[CH:3]=[CH:2]1.[CH3:12][NH2:13].[BH4-].[Na+].O. Given the product [NH:1]1[C:9]2[C:4](=[C:5]([CH2:10][NH:13][CH3:12])[CH:6]=[CH:7][CH:8]=2)[CH:3]=[CH:2]1, predict the reactants needed to synthesize it. (7) Given the product [Br:1][C:5]1[C:6](=[O:27])[N:7]([C:18]2[CH:19]=[CH:20][C:21]([CH:24]([CH3:25])[CH3:26])=[CH:22][CH:23]=2)[C:8]([C:10]2[CH:15]=[CH:14][CH:13]=[CH:12][C:11]=2[O:16][CH3:17])=[N:9][C:4]=1[CH3:3], predict the reactants needed to synthesize it. The reactants are: [Br:1]Br.[CH3:3][C:4]1[N:9]=[C:8]([C:10]2[CH:15]=[CH:14][CH:13]=[CH:12][C:11]=2[O:16][CH3:17])[N:7]([C:18]2[CH:23]=[CH:22][C:21]([CH:24]([CH3:26])[CH3:25])=[CH:20][CH:19]=2)[C:6](=[O:27])[CH:5]=1. (8) Given the product [CH2:1]([N:3]1[C:9](=[O:10])[C:8]([CH3:12])([CH3:11])[C:7](=[O:13])[N:6]([CH3:14])[C:5]2[CH:15]=[C:16]([CH2:19][N:32]([CH2:31][C:30]3[S:29][CH:28]=[N:27][C:26]=3[CH3:25])[CH2:33][CH2:34][C:35]3[CH:36]=[N:37][CH:38]=[CH:39][CH:40]=3)[CH:17]=[CH:18][C:4]1=2)[CH3:2], predict the reactants needed to synthesize it. The reactants are: [CH2:1]([N:3]1[C:9](=[O:10])[C:8]([CH3:12])([CH3:11])[C:7](=[O:13])[N:6]([CH3:14])[C:5]2[CH:15]=[C:16]([CH:19]=O)[CH:17]=[CH:18][C:4]1=2)[CH3:2].C(O)(=O)C.[CH3:25][C:26]1[N:27]=[CH:28][S:29][C:30]=1[CH2:31][NH:32][CH2:33][CH2:34][C:35]1[CH:36]=[N:37][CH:38]=[CH:39][CH:40]=1.C(O[BH-](OC(=O)C)OC(=O)C)(=O)C.[Na+]. (9) Given the product [CH2:20]([N:10]1[C:9]2[C:4]([N+:1]([O-:3])=[O:2])=[CH:5][CH:6]=[CH:7][C:8]=2[C:14](=[O:15])[NH:13][CH2:12][CH2:11]1)[CH:19]=[CH2:18], predict the reactants needed to synthesize it. The reactants are: [N+:1]([C:4]1[C:9]2[NH:10][CH2:11][CH2:12][NH:13][C:14](=[O:15])[C:8]=2[CH:7]=[CH:6][CH:5]=1)([O-:3])=[O:2].[H-].[Na+].[CH2:18](Br)[CH:19]=[CH2:20]. (10) Given the product [CH3:1][O:2][C:3]1[CH:4]=[C:5]2[C:10](=[CH:11][C:12]=1[O:13][CH3:14])[N:9]=[CH:8][CH:7]=[C:6]2[O:15][C:16]1[CH:22]=[CH:21][C:19]([NH:20][C:36]([NH:52][CH2:51][CH2:50][N:44]2[CH2:49][CH2:48][CH2:47][CH2:46][CH2:45]2)=[O:42])=[C:18]([O:23][CH3:24])[CH:17]=1, predict the reactants needed to synthesize it. The reactants are: [CH3:1][O:2][C:3]1[CH:4]=[C:5]2[C:10](=[CH:11][C:12]=1[O:13][CH3:14])[N:9]=[CH:8][CH:7]=[C:6]2[O:15][C:16]1[CH:22]=[CH:21][C:19]([NH2:20])=[C:18]([O:23][CH3:24])[CH:17]=1.C(N(CC)CC)C.ClC(Cl)(O[C:36](=[O:42])OC(Cl)(Cl)Cl)Cl.[N:44]1([CH2:50][CH2:51][NH2:52])[CH2:49][CH2:48][CH2:47][CH2:46][CH2:45]1.